Dataset: Forward reaction prediction with 1.9M reactions from USPTO patents (1976-2016). Task: Predict the product of the given reaction. (1) Given the reactants [Cl:1][C:2]1[C:3]([CH3:12])=[C:4]([S:8](Cl)(=[O:10])=[O:9])[CH:5]=[CH:6][CH:7]=1.N1C=CC=CC=1.[NH2:19][C:20]1[CH:21]=[C:22]2[C:27](=[CH:28][CH:29]=1)[N:26]=[C:25]([CH3:30])[C:24]([CH3:31])=[N:23]2.C([O-])(O)=O.[Na+], predict the reaction product. The product is: [Cl:1][C:2]1[C:3]([CH3:12])=[C:4]([S:8]([NH:19][C:20]2[CH:21]=[C:22]3[C:27](=[CH:28][CH:29]=2)[N:26]=[C:25]([CH3:30])[C:24]([CH3:31])=[N:23]3)(=[O:10])=[O:9])[CH:5]=[CH:6][CH:7]=1. (2) Given the reactants [C:1]([O:5][C:6](=[O:47])[CH2:7][C@H:8]([OH:46])[CH2:9][C@H:10]([OH:45])/[CH:11]=[CH:12]\[C:13]1[N:14]([CH:42]([CH3:44])[CH3:43])[C:15]([C:31](=[O:41])[NH:32][CH2:33][C:34]2[CH:38]=[C:37]([CH3:39])[N:36]([CH3:40])[N:35]=2)=[C:16]([C:25]2[CH:30]=[CH:29][CH:28]=[CH:27][CH:26]=2)[C:17]=1[C:18]1[CH:23]=[CH:22][C:21]([F:24])=[CH:20][CH:19]=1)([CH3:4])([CH3:3])[CH3:2], predict the reaction product. The product is: [C:1]([O:5][C:6](=[O:47])[CH2:7][C@H:8]([OH:46])[CH2:9][C@H:10]([OH:45])[CH2:11][CH2:12][C:13]1[N:14]([CH:42]([CH3:43])[CH3:44])[C:15]([C:31](=[O:41])[NH:32][CH2:33][C:34]2[CH:38]=[C:37]([CH3:39])[N:36]([CH3:40])[N:35]=2)=[C:16]([C:25]2[CH:26]=[CH:27][CH:28]=[CH:29][CH:30]=2)[C:17]=1[C:18]1[CH:23]=[CH:22][C:21]([F:24])=[CH:20][CH:19]=1)([CH3:2])([CH3:4])[CH3:3]. (3) Given the reactants Cl.Cl.[Cl:3][C:4]1[CH:5]=[C:6]([C:16](=[O:20])[CH2:17][CH2:18][CH3:19])[CH:7]=[N:8][C:9]=1[N:10]1[CH2:15][CH2:14][NH:13][CH2:12][CH2:11]1.ClC(Cl)(Cl)C[O:24][C:25](=O)[NH:26][S:27]([C:30]1[S:31][C:32]([Cl:35])=[CH:33][CH:34]=1)(=[O:29])=[O:28].CCN(C(C)C)C(C)C.CC(O)=O, predict the reaction product. The product is: [C:16]([C:6]1[CH:5]=[C:4]([Cl:3])[C:9]([N:10]2[CH2:15][CH2:14][N:13]([C:25]([NH:26][S:27]([C:30]3[S:31][C:32]([Cl:35])=[CH:33][CH:34]=3)(=[O:29])=[O:28])=[O:24])[CH2:12][CH2:11]2)=[N:8][CH:7]=1)(=[O:20])[CH2:17][CH2:18][CH3:19]. (4) Given the reactants [C:1]([O:5][C:6](=[O:21])[NH:7][CH2:8][C:9]1[C:18]2[C:13](=[CH:14][CH:15]=[CH:16][CH:17]=2)[C:12](=[O:19])[N:11]([NH2:20])[N:10]=1)([CH3:4])([CH3:3])[CH3:2].[F:22][C:23]1[CH:28]=[CH:27][C:26]([CH2:29][C:30](Cl)=[O:31])=[CH:25][CH:24]=1, predict the reaction product. The product is: [C:1]([O:5][C:6](=[O:21])[NH:7][CH2:8][C:9]1[C:18]2[C:13](=[CH:14][CH:15]=[CH:16][CH:17]=2)[C:12](=[O:19])[N:11]([NH:20][C:30](=[O:31])[CH2:29][C:26]2[CH:27]=[CH:28][C:23]([F:22])=[CH:24][CH:25]=2)[N:10]=1)([CH3:4])([CH3:2])[CH3:3]. (5) Given the reactants [CH2:1]([O:8][C:9]([N:11]1[CH2:15][CH:14]2CC=C[CH:13]2[CH2:12]1)=[O:10])[C:2]1[CH:7]=[CH:6][CH:5]=[CH:4][CH:3]=1.O.C[N+]1([O-])CC[O:24]CC1.[CH3:28][C:29]([CH3:31])=[O:30], predict the reaction product. The product is: [CH2:1]([O:8][C:9]([N:11]1[CH2:15][CH:14]2[CH:28]([OH:24])[CH:29]([OH:30])[CH2:31][CH:13]2[CH2:12]1)=[O:10])[C:2]1[CH:7]=[CH:6][CH:5]=[CH:4][CH:3]=1. (6) Given the reactants [C:1]1([CH:7]2[O:9][CH:8]2[CH2:10][CH2:11][OH:12])[CH:6]=[CH:5][CH:4]=[CH:3][CH:2]=1.[I-].[Mg+2].[I-], predict the reaction product. The product is: [C:1]1([CH:7]2[CH:11]([OH:12])[CH2:10][CH2:8][O:9]2)[CH:2]=[CH:3][CH:4]=[CH:5][CH:6]=1.